From a dataset of Catalyst prediction with 721,799 reactions and 888 catalyst types from USPTO. Predict which catalyst facilitates the given reaction. (1) Reactant: [F:1][C:2]1([F:26])[CH2:4][CH:3]1[CH2:5][N:6]1[C:14]2[C:9](=[N:10][C:11]([C:15]3[CH2:16][CH:17]4[CH2:21][NH:20][CH2:19][CH:18]4[CH:22]=3)=[CH:12][CH:13]=2)[N:8]([CH3:23])[S:7]1(=[O:25])=[O:24]. The catalyst class is: 43. Product: [F:26][C:2]1([F:1])[CH2:4][CH:3]1[CH2:5][N:6]1[C:14]2[C:9](=[N:10][C:11]([CH:15]3[CH2:16][CH:17]4[CH2:21][NH:20][CH2:19][CH:18]4[CH2:22]3)=[CH:12][CH:13]=2)[N:8]([CH3:23])[S:7]1(=[O:25])=[O:24]. (2) Reactant: [Cl:1][C:2]1[CH:3]=[C:4]([O:12][C@@H:13]([C@H:15]2[CH2:19][N:18]([C@@H:20]([C:22]3[CH:27]=[CH:26][C:25]([O:28][CH3:29])=[CH:24][CH:23]=3)[CH3:21])[C:17](=[O:30])[CH2:16]2)[CH3:14])[C:5]2[N:6]([N:8]=[CH:9][C:10]=2I)[CH:7]=1.[Br-].[CH:32]1([Zn+])[CH2:34][CH2:33]1. Product: [Cl:1][C:2]1[CH:3]=[C:4]([O:12][C@@H:13]([C@H:15]2[CH2:19][N:18]([C@@H:20]([C:22]3[CH:27]=[CH:26][C:25]([O:28][CH3:29])=[CH:24][CH:23]=3)[CH3:21])[C:17](=[O:30])[CH2:16]2)[CH3:14])[C:5]2[N:6]([N:8]=[CH:9][C:10]=2[CH:32]2[CH2:34][CH2:33]2)[CH:7]=1. The catalyst class is: 33. (3) Reactant: [F:1][C:2]1[CH:7]=[C:6]([N+:8]([O-])=O)[CH:5]=[CH:4][C:3]=1[N:11]1[CH:15]=[C:14]([CH2:16][NH:17][C:18]([C:20]2[S:21][C:22]([Cl:25])=[CH:23][CH:24]=2)=[O:19])[N:13]=[CH:12]1.[H][H]. Product: [F:1][C:2]1[CH:7]=[C:6]([CH:5]=[CH:4][C:3]=1[N:11]1[CH:15]=[C:14]([CH2:16][NH:17][C:18]([C:20]2[S:21][C:22]([Cl:25])=[CH:23][CH:24]=2)=[O:19])[N:13]=[CH:12]1)[NH2:8]. The catalyst class is: 227. (4) Reactant: C([Mg]Cl)(C)(C)C.[Cl:7][C:8]1[CH:18]=[CH:17][CH:16]=[C:15]([Si:19]([CH3:22])([CH3:21])[CH3:20])[C:9]=1[C:10]([NH:12][CH2:13][CH3:14])=[O:11].[CH3:23][O:24][CH2:25]Cl. Product: [Cl:7][C:8]1[CH:18]=[CH:17][CH:16]=[C:15]([Si:19]([CH3:21])([CH3:20])[CH3:22])[C:9]=1[C:10]([N:12]([CH2:13][CH3:14])[CH2:23][O:24][CH3:25])=[O:11]. The catalyst class is: 1. (5) Reactant: [OH:1][CH2:2][CH2:3][C@@H:4]([NH:32]C(=O)OC(C)(C)C)[C:5]([NH:7][CH2:8][CH:9]1[CH2:14][CH2:13][C:12]2[C:15]3[C:20]([NH:21][C:22]4[CH:23]=[C:24]5[C:28](=[CH:29][CH:30]=4)[NH:27][N:26]=[CH:25]5)=[N:19][CH:18]=[N:17][C:16]=3[S:31][C:11]=2[CH2:10]1)=[O:6].O1CCOCC1.Cl. Product: [NH:27]1[C:28]2[C:24](=[CH:23][C:22]([NH:21][C:20]3[C:15]4[C:12]5[CH2:13][CH2:14][CH:9]([CH2:8][NH:7][C:5](=[O:6])[C@H:4]([CH2:3][CH2:2][OH:1])[NH2:32])[CH2:10][C:11]=5[S:31][C:16]=4[N:17]=[CH:18][N:19]=3)=[CH:30][CH:29]=2)[CH:25]=[N:26]1. The catalyst class is: 66. (6) Reactant: [OH2:1].[OH-].[Li+].Cl.FC(F)(F)C1C=C(C=C(C(F)(F)F)C=1)CN.CN1[CH2:27][CH2:26][O:25][CH2:24][CH2:23]1.CCN=C=NCCCN(C)C.[O:39]1[CH2:44][CH2:43][O:42][CH2:41][CH2:40]1.O. Product: [OH:39][CH:44]([C:23]1[CH:27]=[CH:26][O:25][CH:24]=1)[C:43]([O:42][CH2:41][CH3:40])=[O:1]. The catalyst class is: 2. (7) Reactant: Cl[C:2]1[C:11]([C:12]([OH:14])=[O:13])=[CH:10][C:9]2[C:4](=[CH:5][CH:6]=[C:7]([Cl:15])[CH:8]=2)[N:3]=1.[NH2:16][C@H:17]([C:20]([OH:22])=[O:21])[CH2:18][OH:19]. The catalyst class is: 16. Product: [C:20]([C@@H:17]([NH:16][C:2]1[C:11]([C:12]([OH:14])=[O:13])=[CH:10][C:9]2[C:4](=[CH:5][CH:6]=[C:7]([Cl:15])[CH:8]=2)[N:3]=1)[CH2:18][OH:19])([OH:22])=[O:21]. (8) Reactant: [CH3:1][C:2]1([CH3:15])[O:7][C:6]2[CH:8]=[CH:9][C:10]([N+:12]([O-:14])=[O:13])=[CH:11][C:5]=2[NH:4][CH2:3]1.C(N(C(C)C)CC)(C)C.[C:25](Cl)(=[O:28])[CH:26]=[CH2:27]. Product: [CH3:1][C:2]1([CH3:15])[O:7][C:6]2[CH:8]=[CH:9][C:10]([N+:12]([O-:14])=[O:13])=[CH:11][C:5]=2[N:4]([C:25](=[O:28])[CH:26]=[CH2:27])[CH2:3]1. The catalyst class is: 4. (9) Reactant: Cl.Cl.[CH2:3]([C:7]1[N:12]=[N:11][C:10]([O:13][CH2:14][C@H:15]2[CH2:20][CH2:19][NH:18][CH2:17][C@H:16]2[OH:21])=[CH:9][C:8]=1[C:22]1[CH:27]=[CH:26][C:25]([O:28][CH:29]2[CH2:34][CH2:33][CH2:32][CH2:31][CH2:30]2)=[CH:24][CH:23]=1)[CH2:4][CH2:5][CH3:6].[C:35](=O)([O:41]C(C)(C)C)[O:36][C:37]([CH3:40])([CH3:39])[CH3:38]. Product: [C:37]([O:36][C:35]([N:18]1[CH2:19][CH2:20][C@H:15]([CH2:14][O:13][C:10]2[N:11]=[N:12][C:7]([CH2:3][CH2:4][CH2:5][CH3:6])=[C:8]([C:22]3[CH:27]=[CH:26][C:25]([O:28][CH:29]4[CH2:34][CH2:33][CH2:32][CH2:31][CH2:30]4)=[CH:24][CH:23]=3)[CH:9]=2)[C@H:16]([OH:21])[CH2:17]1)=[O:41])([CH3:40])([CH3:39])[CH3:38]. The catalyst class is: 326.